From a dataset of Catalyst prediction with 721,799 reactions and 888 catalyst types from USPTO. Predict which catalyst facilitates the given reaction. Reactant: [O:1]=[C:2]1[C:7]2[NH:8][C:9]3[CH:10]=[CH:11][CH:12]=[CH:13][C:14]=3[C:6]=2[N:5]=[C:4]([S:15][CH2:16][C:17]([O:19][C:20]([CH3:23])([CH3:22])[CH3:21])=[O:18])[N:3]1[C:24]1[CH:29]=[CH:28][CH:27]=[CH:26][CH:25]=1.[H-].[Na+].Br[CH2:33][CH2:34][CH2:35][CH2:36][CH2:37][CH2:38][CH2:39][CH2:40][CH2:41][CH2:42][CH2:43][CH3:44]. Product: [CH2:44]([N:8]1[C:9]2[CH:10]=[CH:11][CH:12]=[CH:13][C:14]=2[C:6]2[N:5]=[C:4]([S:15][CH2:16][C:17]([O:19][C:20]([CH3:22])([CH3:23])[CH3:21])=[O:18])[N:3]([C:24]3[CH:29]=[CH:28][CH:27]=[CH:26][CH:25]=3)[C:2](=[O:1])[C:7]1=2)[CH2:43][CH2:42][CH2:41][CH2:40][CH2:39][CH2:38][CH2:37][CH2:36][CH2:35][CH2:34][CH3:33]. The catalyst class is: 3.